Dataset: Forward reaction prediction with 1.9M reactions from USPTO patents (1976-2016). Task: Predict the product of the given reaction. (1) Given the reactants C(=O)([O-])[O-].[K+].[K+].[C:7]([C:9]1[CH:10]=[C:11]([CH:15]=[CH:16][CH:17]=1)[C:12]([OH:14])=[O:13])#[N:8].[Cl-].[OH:19][NH3+:20], predict the reaction product. The product is: [OH:19][NH:20][C:7]([C:9]1[CH:10]=[C:11]([CH:15]=[CH:16][CH:17]=1)[C:12]([OH:14])=[O:13])=[NH:8]. (2) Given the reactants [CH3:1][O:2][C:3]1[C:19]([CH3:20])=[C:18]([CH3:21])[C:17]([O:22][CH3:23])=[C:16]([CH3:24])[C:4]=1[CH2:5][C:6]1[CH:7]=[CH:8][C:9]([OH:15])=[C:10]([CH:14]=1)[C:11]([OH:13])=[O:12].[C:25](OC(=O)C)(=[O:27])[CH3:26], predict the reaction product. The product is: [CH3:1][O:2][C:3]1[C:19]([CH3:20])=[C:18]([CH3:21])[C:17]([O:22][CH3:23])=[C:16]([CH3:24])[C:4]=1[CH2:5][C:6]1[CH:7]=[CH:8][C:9]([O:15][C:25](=[O:27])[CH3:26])=[C:10]([CH:14]=1)[C:11]([OH:13])=[O:12]. (3) Given the reactants F[C:2]1[CH:9]=[C:8]([C:10]2[CH:15]=[C:14]([N:16]3[CH2:20][CH2:19][CH2:18][C@H:17]3[CH3:21])[N:13]=[C:12]([NH:22][CH3:23])[N:11]=2)[CH:7]=[C:6]([S:24][CH3:25])[C:3]=1[C:4]#[N:5].CCO.CCN(C(C)C)C(C)C.[NH2:38][NH2:39], predict the reaction product. The product is: [CH3:23][NH:22][C:12]1[N:11]=[C:10]([C:8]2[CH:9]=[C:2]3[C:3]([C:4]([NH2:5])=[N:38][NH:39]3)=[C:6]([S:24][CH3:25])[CH:7]=2)[CH:15]=[C:14]([N:16]2[CH2:20][CH2:19][CH2:18][C@H:17]2[CH3:21])[N:13]=1. (4) The product is: [C:13]([Si:17]([CH3:33])([CH3:32])[O:18][CH2:19][CH2:20][O:21][C:22]1[C:23]([CH3:31])=[CH:24][C:25]([C:26]2[NH:6][C:4](=[O:5])[C:3]3[C:2](=[CH:10][C:9]([F:11])=[CH:8][C:7]=3[F:12])[N:1]=2)=[CH:28][C:29]=1[CH3:30])([CH3:16])([CH3:15])[CH3:14]. Given the reactants [NH2:1][C:2]1[CH:10]=[C:9]([F:11])[CH:8]=[C:7]([F:12])[C:3]=1[C:4]([NH2:6])=[O:5].[C:13]([Si:17]([CH3:33])([CH3:32])[O:18][CH2:19][CH2:20][O:21][C:22]1[C:29]([CH3:30])=[CH:28][C:25]([CH:26]=O)=[CH:24][C:23]=1[CH3:31])([CH3:16])([CH3:15])[CH3:14].S([O-])(O)=O.[Na+].C1(C)C=CC(S(O)(=O)=O)=CC=1, predict the reaction product. (5) Given the reactants [C:1]([O:5][C:6]([NH:8][C:9]1([C:13]2[CH:18]=[CH:17][C:16]([C:19]3[C:20]([C:37]4[CH:42]=[CH:41][CH:40]=[CH:39][CH:38]=4)=[CH:21][C:22]4[N:27]5[C:28]([C:31]([O:33]CC)=O)=[N:29][N:30]=[C:26]5[CH2:25][O:24][C:23]=4[N:36]=3)=[CH:15][CH:14]=2)[CH2:12][CH2:11][CH2:10]1)=[O:7])([CH3:4])([CH3:3])[CH3:2].[Cl-].[NH4+:44], predict the reaction product. The product is: [C:31]([C:28]1[N:27]2[C:22]3[CH:21]=[C:20]([C:37]4[CH:42]=[CH:41][CH:40]=[CH:39][CH:38]=4)[C:19]([C:16]4[CH:17]=[CH:18][C:13]([C:9]5([NH:8][C:6](=[O:7])[O:5][C:1]([CH3:2])([CH3:3])[CH3:4])[CH2:10][CH2:11][CH2:12]5)=[CH:14][CH:15]=4)=[N:36][C:23]=3[O:24][CH2:25][C:26]2=[N:30][N:29]=1)(=[O:33])[NH2:44]. (6) Given the reactants C([O:8][CH:9]1[CH2:12][CH:11]([N:13]2[C:17]3[CH:18]=[C:19]([F:22])[CH:20]=[CH:21][C:16]=3[N:15]=[C:14]2[C@@H:23]([NH:25][C:26]2[N:34]=[CH:33][N:32]=[C:31]3[C:27]=2[N:28]=[CH:29][NH:30]3)[CH3:24])[CH2:10]1)C1C=CC=CC=1.B(Br)(Br)Br, predict the reaction product. The product is: [F:22][C:19]1[CH:20]=[CH:21][C:16]2[N:15]=[C:14]([C@@H:23]([NH:25][C:26]3[N:34]=[CH:33][N:32]=[C:31]4[C:27]=3[N:28]=[CH:29][NH:30]4)[CH3:24])[N:13]([CH:11]3[CH2:12][CH:9]([OH:8])[CH2:10]3)[C:17]=2[CH:18]=1. (7) Given the reactants [C:1]1([NH:11][C:12](=[S:15])[NH:13][NH2:14])[C:10]2[C:5](=[CH:6][CH:7]=[CH:8][CH:9]=2)[CH:4]=[CH:3][CH:2]=1.[C:16]([C:19]1[C:20](O)=[C:21]([CH:24]=[CH:25][CH:26]=1)C=O)([OH:18])=[O:17].S(NN)(C1C=CC(C)=CC=1)(=O)=O.CN(C)[CH:42]=[O:43], predict the reaction product. The product is: [C:16]([C:19]1[CH:26]=[CH:25][C:24]([CH:21]=[N:14][NH:13][C:12]([NH:11][C:1]2[C:10]3[C:5](=[CH:6][CH:7]=[CH:8][CH:9]=3)[CH:4]=[CH:3][CH:2]=2)=[S:15])=[C:42]([OH:43])[CH:20]=1)([OH:18])=[O:17]. (8) The product is: [N:67]1[CH:66]=[C:65]([N:1]2[CH2:5][CH2:4][C:3]3([CH2:10][CH:9]4[CH2:11][N:6]3[CH2:7][CH2:8]4)[CH2:2]2)[CH:70]=[N:69][CH:68]=1. Given the reactants [NH:1]1[CH2:5][CH2:4][C:3]2([CH2:10][CH:9]3[CH2:11][N:6]2[CH2:7][CH2:8]3)[CH2:2]1.C1(P(C2C=CC=CC=2)C2C=CC3C(=CC=CC=3)C=2C2C3C(=CC=CC=3)C=CC=2P(C2C=CC=CC=2)C2C=CC=CC=2)C=CC=CC=1.CC(C)([O-])C.[K+].Br[C:65]1[CH:66]=[N:67][CH:68]=[N:69][CH:70]=1, predict the reaction product. (9) Given the reactants [OH:1][CH2:2][C:3]1[N:8]=[C:7]([CH2:9][C:10]2[C:18]3[C:13](=[CH:14][C:15]([O:19][CH3:20])=[CH:16][CH:17]=3)[N:12]([C:21]([O:23][C:24]([CH3:27])([CH3:26])[CH3:25])=[O:22])[C:11]=2[C:28]2[CH:33]=[CH:32][CH:31]=[CH:30][CH:29]=2)[CH:6]=[CH:5][CH:4]=1.CC(OI1(OC(C)=O)(OC(C)=O)OC(=O)C2C=CC=CC1=2)=O.S([O-])([O-])(=O)=S.[Na+].[Na+], predict the reaction product. The product is: [CH:2]([C:3]1[N:8]=[C:7]([CH2:9][C:10]2[C:18]3[C:13](=[CH:14][C:15]([O:19][CH3:20])=[CH:16][CH:17]=3)[N:12]([C:21]([O:23][C:24]([CH3:27])([CH3:26])[CH3:25])=[O:22])[C:11]=2[C:28]2[CH:29]=[CH:30][CH:31]=[CH:32][CH:33]=2)[CH:6]=[CH:5][CH:4]=1)=[O:1]. (10) Given the reactants [NH2:1][C@H:2]1[CH2:7][CH2:6][N:5]([CH2:8][CH:9]2[C:13]3=[C:14]([F:22])[CH:15]=[N:16][C:17]4[CH:18]=[CH:19][C:20](=[O:21])[N:11]([C:12]=43)[CH2:10]2)[CH2:4][C@H:3]1[OH:23].[S:24]1[C:32]2[CH:31]=[C:30]([CH:33]=O)[N:29]=[CH:28][C:27]=2[O:26][CH2:25]1.[ClH:35].Cl.C(OCC)C, predict the reaction product. The product is: [ClH:35].[F:22][C:14]1[CH:15]=[N:16][C:17]2[CH:18]=[CH:19][C:20](=[O:21])[N:11]3[CH2:10][CH:9]([CH2:8][N:5]4[CH2:6][CH2:7][C@H:2]([NH:1][CH2:33][C:30]5[N:29]=[CH:28][C:27]6[O:26][CH2:25][S:24][C:32]=6[CH:31]=5)[C@H:3]([OH:23])[CH2:4]4)[C:13]=1[C:12]=23.